Regression. Given two drug SMILES strings and cell line genomic features, predict the synergy score measuring deviation from expected non-interaction effect. From a dataset of NCI-60 drug combinations with 297,098 pairs across 59 cell lines. Drug 1: CN1C2=C(C=C(C=C2)N(CCCl)CCCl)N=C1CCCC(=O)O.Cl. Drug 2: CC(C)(C#N)C1=CC(=CC(=C1)CN2C=NC=N2)C(C)(C)C#N. Cell line: U251. Synergy scores: CSS=-2.35, Synergy_ZIP=-0.379, Synergy_Bliss=-2.91, Synergy_Loewe=-3.51, Synergy_HSA=-3.35.